This data is from Reaction yield outcomes from USPTO patents with 853,638 reactions. The task is: Predict the reaction yield, written as a fraction of the theoretical maximum amount of product (1.0 means a 100% yield; for example, 0.34 means a 34% yield). (1) The reactants are [C:1]([Si:3]([CH:10]([CH3:12])[CH3:11])([CH:7]([CH3:9])[CH3:8])[CH:4]([CH3:6])[CH3:5])#[CH:2].[Li]CCCC.[CH3:18][N:19]1[CH2:23][CH2:22][C:21](=[O:24])[CH2:20]1. The catalyst is O1CCCC1.CCOC(C)=O. The product is [CH3:18][N:19]1[CH2:23][CH2:22][C:21]([C:2]#[C:1][Si:3]([CH:7]([CH3:9])[CH3:8])([CH:4]([CH3:6])[CH3:5])[CH:10]([CH3:12])[CH3:11])([OH:24])[CH2:20]1. The yield is 0.390. (2) The product is [Cl:1][C:2]1[CH:19]=[C:18](/[CH:20]=[CH:21]/[CH:23]([C:28]2[CH:29]=[C:30]([Cl:35])[CH:31]=[C:32]([Cl:34])[CH:33]=2)[C:24]([F:27])([F:26])[F:25])[CH:17]=[CH:16][C:3]=1[CH2:4][N:5]1[C:13](=[O:14])[C:12]2[C:7](=[CH:8][CH:9]=[CH:10][CH:11]=2)[C:6]1=[O:15]. The reactants are [Cl:1][C:2]1[CH:19]=[C:18]([CH:20]=[CH2:21])[CH:17]=[CH:16][C:3]=1[CH2:4][N:5]1[C:13](=[O:14])[C:12]2[C:7](=[CH:8][CH:9]=[CH:10][CH:11]=2)[C:6]1=[O:15].Br[CH:23]([C:28]1[CH:33]=[C:32]([Cl:34])[CH:31]=[C:30]([Cl:35])[CH:29]=1)[C:24]([F:27])([F:26])[F:25].N1C=CC=CC=1C1C=CC=CN=1. The yield is 0.500. The catalyst is ClC1C=CC=CC=1Cl.Cl[Cu]. (3) The reactants are CC(C)([O-])C.[K+].[F:7][C:8]([F:20])([F:19])[O:9][C:10]1[CH:15]=[CH:14][C:13]([C:16](=[O:18])[CH3:17])=[CH:12][CH:11]=1.[F:21][C:22]([F:29])([F:28])[C:23](OCC)=[O:24].OS(O)(=O)=O. The catalyst is C1(C)C=CC=CC=1. The product is [F:21][C:22]([F:29])([F:28])/[C:23](/[OH:24])=[CH:17]/[C:16]([C:13]1[CH:12]=[CH:11][C:10]([O:9][C:8]([F:19])([F:20])[F:7])=[CH:15][CH:14]=1)=[O:18]. The yield is 0.400. (4) The reactants are C[N:2](C)[CH:3]=[CH:4][C:5]([C:7]1[C:12](=[O:13])[CH:11]=[CH:10][N:9]([C:14]2[CH:19]=[CH:18][C:17]([S:20]([CH3:23])(=[O:22])=[O:21])=[CH:16][CH:15]=2)[N:8]=1)=O.[C:25]1([NH:31]N)[CH:30]=[CH:29][CH:28]=[CH:27][CH:26]=1. The catalyst is CO. The product is [CH3:23][S:20]([C:17]1[CH:18]=[CH:19][C:14]([N:9]2[CH:10]=[CH:11][C:12](=[O:13])[C:7]([C:5]3[N:31]([C:25]4[CH:30]=[CH:29][CH:28]=[CH:27][CH:26]=4)[N:2]=[CH:3][CH:4]=3)=[N:8]2)=[CH:15][CH:16]=1)(=[O:22])=[O:21]. The yield is 0.0600. (5) The reactants are [CH3:1][N:2]([CH:10]1[CH2:15][CH2:14][N:13]([CH3:16])[CH2:12][CH2:11]1)[C:3]1[CH:8]=[CH:7][CH:6]=[C:5]([NH2:9])[N:4]=1.[Cl:17][C:18]1[CH:26]=[CH:25][CH:24]=[CH:23][C:19]=1[C:20](Cl)=[O:21]. The catalyst is O1CCOCC1. The product is [ClH:17].[Cl:17][C:18]1[CH:26]=[CH:25][CH:24]=[CH:23][C:19]=1[C:20]([NH:9][C:5]1[CH:6]=[CH:7][CH:8]=[C:3]([N:2]([CH3:1])[CH:10]2[CH2:15][CH2:14][N:13]([CH3:16])[CH2:12][CH2:11]2)[N:4]=1)=[O:21]. The yield is 0.950. (6) The reactants are C1C2C(COC([NH:18][C@@H:19]([CH:46]([CH3:48])[CH3:47])[C:20]([NH:22][C@@H:23]([CH2:34][CH2:35][CH2:36][CH2:37][NH:38][C:39]([O:41][C:42]([CH3:45])([CH3:44])[CH3:43])=[O:40])[C:24]([O:26][CH2:27][C:28]3[CH:33]=[CH:32][CH:31]=[CH:30][CH:29]=3)=[O:25])=[O:21])=O)C3C(=CC=CC=3)C=2C=CC=1.N1CCCCC1. The catalyst is C(Cl)Cl. The product is [NH2:18][C@@H:19]([CH:46]([CH3:48])[CH3:47])[C:20]([NH:22][C@@H:23]([CH2:34][CH2:35][CH2:36][CH2:37][NH:38][C:39]([O:41][C:42]([CH3:44])([CH3:43])[CH3:45])=[O:40])[C:24]([O:26][CH2:27][C:28]1[CH:29]=[CH:30][CH:31]=[CH:32][CH:33]=1)=[O:25])=[O:21]. The yield is 0.520. (7) The reactants are [Cl:1][C:2]1[C:3](=[O:9])[NH:4][N:5]=[CH:6][C:7]=1[Cl:8].C([O-])([O-])=O.[Cs+].[Cs+].[CH2:16](Br)[C:17]1[CH:22]=[CH:21][CH:20]=[CH:19][CH:18]=1. The catalyst is CN(C=O)C. The product is [CH2:16]([N:4]1[C:3](=[O:9])[C:2]([Cl:1])=[C:7]([Cl:8])[CH:6]=[N:5]1)[C:17]1[CH:22]=[CH:21][CH:20]=[CH:19][CH:18]=1. The yield is 0.880. (8) The reactants are Cl.[F:2][C:3]1[CH:24]=[CH:23][C:6]([O:7][C:8]2[CH:9]=[C:10]([NH:14][C:15]([CH:17]3[CH2:22][CH2:21][NH:20][CH2:19][CH2:18]3)=[O:16])[CH:11]=[CH:12][CH:13]=2)=[CH:5][CH:4]=1.Cl[C:26]1[C:27]2[C:34]([CH3:35])=[CH:33][NH:32][C:28]=2[N:29]=[CH:30][N:31]=1.C(N(CC)CC)C. The catalyst is C(O)(C)C. The product is [F:2][C:3]1[CH:24]=[CH:23][C:6]([O:7][C:8]2[CH:9]=[C:10]([NH:14][C:15]([CH:17]3[CH2:18][CH2:19][N:20]([C:26]4[C:27]5[C:34]([CH3:35])=[CH:33][NH:32][C:28]=5[N:29]=[CH:30][N:31]=4)[CH2:21][CH2:22]3)=[O:16])[CH:11]=[CH:12][CH:13]=2)=[CH:5][CH:4]=1. The yield is 0.690.